Dataset: Catalyst prediction with 721,799 reactions and 888 catalyst types from USPTO. Task: Predict which catalyst facilitates the given reaction. (1) Reactant: [H-].[Na+].[Cl:3][C:4]1[CH:5]=[C:6]([CH:26]=[CH:27][C:28]=1[Cl:29])[CH2:7][N:8]1[C:17]2[C:12](=[CH:13][CH:14]=[CH:15][CH:16]=2)[CH2:11][CH:10]([NH:18][C:19](=[O:25])[O:20][C:21]([CH3:24])([CH3:23])[CH3:22])[CH2:9]1.I[CH3:31]. Product: [Cl:3][C:4]1[CH:5]=[C:6]([CH:26]=[CH:27][C:28]=1[Cl:29])[CH2:7][N:8]1[C:17]2[C:12](=[CH:13][CH:14]=[CH:15][CH:16]=2)[CH2:11][CH:10]([N:18]([CH3:31])[C:19](=[O:25])[O:20][C:21]([CH3:23])([CH3:24])[CH3:22])[CH2:9]1. The catalyst class is: 7. (2) Reactant: [F:1][C:2]1[CH:3]=[CH:4][C:5]2[O:10][CH2:9][C:8](=[O:11])[NH:7][C:6]=2[CH:12]=1.Br[CH2:14][C@H:15]([CH3:25])[CH2:16][O:17][Si:18]([C:21]([CH3:24])([CH3:23])[CH3:22])([CH3:20])[CH3:19].C([O-])([O-])=O.[Cs+].[Cs+]. Product: [Si:18]([O:17][CH2:16][C@@H:15]([CH3:25])[CH2:14][N:7]1[C:6]2[CH:12]=[C:2]([F:1])[CH:3]=[CH:4][C:5]=2[O:10][CH2:9][C:8]1=[O:11])([C:21]([CH3:22])([CH3:23])[CH3:24])([CH3:19])[CH3:20]. The catalyst class is: 243. (3) Reactant: [CH3:1][C:2]([S:8][CH2:9][C:10]1[C:15]([O:16][CH3:17])=[CH:14][C:13]([O:18][CH3:19])=[CH:12][C:11]=1[O:20][CH3:21])([CH3:7])[CH2:3][C:4]([OH:6])=[O:5].C(=O)(O)[O-].[Na+].[Cl:27][CH2:28][C:29]([CH2:31]Cl)=[O:30]. Product: [CH3:7][C:2]([S:8][CH2:9][C:10]1[C:15]([O:16][CH3:17])=[CH:14][C:13]([O:18][CH3:19])=[CH:12][C:11]=1[O:20][CH3:21])([CH3:1])[CH2:3][C:4]([O:6][CH2:31][C:29](=[O:30])[CH2:28][Cl:27])=[O:5]. The catalyst class is: 3.